From a dataset of Reaction yield outcomes from USPTO patents with 853,638 reactions. Predict the reaction yield, written as a fraction of the theoretical maximum amount of product (1.0 means a 100% yield; for example, 0.34 means a 34% yield). (1) The reactants are Br[C:2]1[C:3]([NH2:22])=[N:4][CH:5]=[C:6]([C:8]2[CH:13]=[CH:12][C:11]([O:14][Si:15]([C:18]([CH3:21])([CH3:20])[CH3:19])([CH3:17])[CH3:16])=[CH:10][CH:9]=2)[N:7]=1.[S:23]1[C:27]2[C:28]3[S:33][CH:32]=[CH:31][C:29]=3[S:30][C:26]=2[CH:25]=[C:24]1B(O)O.C([O-])([O-])=O.[Na+].[Na+].O. The catalyst is C1(C)C=CC=CC=1.C(O)C.Cl[Pd](Cl)([P](C1C=CC=CC=1)(C1C=CC=CC=1)C1C=CC=CC=1)[P](C1C=CC=CC=1)(C1C=CC=CC=1)C1C=CC=CC=1. The product is [Si:15]([O:14][C:11]1[CH:12]=[CH:13][C:8]([C:6]2[N:7]=[C:2]([C:24]3[S:23][C:27]4[C:28]5[S:33][CH:32]=[CH:31][C:29]=5[S:30][C:26]=4[CH:25]=3)[C:3]([NH2:22])=[N:4][CH:5]=2)=[CH:9][CH:10]=1)([C:18]([CH3:21])([CH3:20])[CH3:19])([CH3:17])[CH3:16]. The yield is 0.523. (2) The reactants are [OH:1][C:2]1[CH:3]=[C:4]2[C:9](=[CH:10][CH:11]=1)[C:8](=[O:12])[CH2:7][CH2:6][CH2:5]2.Br[CH2:14][CH2:15][C:16]1[CH:21]=[CH:20][CH:19]=[CH:18][CH:17]=1.C(=O)([O-])[O-].[K+].[K+]. The catalyst is C(#N)C. The product is [C:16]1([CH2:15][CH2:14][O:1][C:2]2[CH:3]=[C:4]3[C:9](=[CH:10][CH:11]=2)[C:8](=[O:12])[CH2:7][CH2:6][CH2:5]3)[CH:21]=[CH:20][CH:19]=[CH:18][CH:17]=1. The yield is 0.610. (3) The reactants are [NH2:1][C:2]1[CH:7]=[C:6]([N:8]2[CH2:13][CH2:12][N:11]([CH2:14][CH3:15])[CH2:10][CH2:9]2)[CH:5]=[CH:4][C:3]=1[NH:16][C:17]1[N:22]=[CH:21][N:20]=[C:19]([N:23]([CH3:39])[C:24]([NH:26][C:27]2[C:32]([Cl:33])=[C:31]([O:34][CH3:35])[CH:30]=[C:29]([O:36][CH3:37])[C:28]=2[Cl:38])=[O:25])[CH:18]=1.C(N(CC)CC)C.[Cl:47]/[CH:48]=[CH:49]\[C:50](O)=[O:51].C(Cl)Cl.C(P1(=O)OP(=O)(CCC)OP(=O)(CCC)O1)CC. No catalyst specified. The product is [Cl:47]/[CH:48]=[CH:49]\[C:50]([NH:1][C:2]1[CH:7]=[C:6]([N:8]2[CH2:9][CH2:10][N:11]([CH2:14][CH3:15])[CH2:12][CH2:13]2)[CH:5]=[CH:4][C:3]=1[NH:16][C:17]1[CH:18]=[C:19]([N:23]([CH3:39])[C:24]([NH:26][C:27]2[C:32]([Cl:33])=[C:31]([O:34][CH3:35])[CH:30]=[C:29]([O:36][CH3:37])[C:28]=2[Cl:38])=[O:25])[N:20]=[CH:21][N:22]=1)=[O:51]. The yield is 0.590. (4) The reactants are [CH:1]1(I)[CH2:6][CH2:5][CH2:4][CH2:3][CH2:2]1.[Cl-].[Li+].[Cu](C#N)C#N.[C:15]([O:19][CH3:20])(=[O:18])[C:16]#[CH:17].[I:21]I. The catalyst is O1CCCC1.[Zn].BrCCBr.C[Si](Cl)(C)C. The product is [CH3:20][O:19][C:15](=[O:18])/[C:16](/[I:21])=[CH:17]\[CH:1]1[CH2:6][CH2:5][CH2:4][CH2:3][CH2:2]1. The yield is 0.990. (5) The reactants are [CH:1]([C:4]1[C:5]([O:33]COC)=[CH:6][C:7]([O:29]COC)=[C:8]([C:10]2[N:11]([C:16]3[CH:21]=[CH:20][C:19]([CH2:22][N:23]4[CH2:28][CH2:27][O:26][CH2:25][CH2:24]4)=[CH:18][CH:17]=3)[C:12](=[S:15])[NH:13][N:14]=2)[CH:9]=1)([CH3:3])[CH3:2].Cl.[OH-].[Na+]. The catalyst is C(O)C. The product is [CH:1]([C:4]1[CH:9]=[C:8]([C:10]2[N:11]([C:16]3[CH:21]=[CH:20][C:19]([CH2:22][N:23]4[CH2:28][CH2:27][O:26][CH2:25][CH2:24]4)=[CH:18][CH:17]=3)[C:12]([SH:15])=[N:13][N:14]=2)[C:7]([OH:29])=[CH:6][C:5]=1[OH:33])([CH3:3])[CH3:2]. The yield is 0.547. (6) The reactants are [NH2:1][C:2]1[C:7]([NH2:8])=[CH:6][C:5]([Br:9])=[CH:4][N:3]=1.Cl[C:11]1[CH:19]=[CH:18][C:14]([C:15](O)=O)=[CH:13][N:12]=1.C(=O)([O-])[OH:21].[Na+]. No catalyst specified. The product is [Br:9][C:5]1[CH:6]=[C:7]2[N:8]=[C:15]([C:14]3[CH:18]=[CH:19][C:11]([OH:21])=[N:12][CH:13]=3)[NH:1][C:2]2=[N:3][CH:4]=1. The yield is 0.530. (7) The reactants are Br[C:2]1[N:6]([S:7]([C:10]2[CH:11]=[N:12][CH:13]=[CH:14][CH:15]=2)(=[O:9])=[O:8])[CH:5]=[C:4]([CH2:16][N:17]([CH3:25])[C:18](=[O:24])[O:19][C:20]([CH3:23])([CH3:22])[CH3:21])[CH:3]=1.O.[F:27][C:28]1[CH:29]=[N:30][CH:31]=[CH:32][C:33]=1B(O)O.C(=O)([O-])O.[Na+].COCCOC. The catalyst is C1C=CC([P]([Pd]([P](C2C=CC=CC=2)(C2C=CC=CC=2)C2C=CC=CC=2)([P](C2C=CC=CC=2)(C2C=CC=CC=2)C2C=CC=CC=2)[P](C2C=CC=CC=2)(C2C=CC=CC=2)C2C=CC=CC=2)(C2C=CC=CC=2)C2C=CC=CC=2)=CC=1.O. The product is [C:20]([O:19][C:18](=[O:24])[N:17]([CH2:16][C:4]1[CH:3]=[C:2]([C:33]2[CH:32]=[CH:31][N:30]=[CH:29][C:28]=2[F:27])[N:6]([S:7]([C:10]2[CH:11]=[N:12][CH:13]=[CH:14][CH:15]=2)(=[O:9])=[O:8])[CH:5]=1)[CH3:25])([CH3:23])([CH3:22])[CH3:21]. The yield is 0.270.